This data is from Forward reaction prediction with 1.9M reactions from USPTO patents (1976-2016). The task is: Predict the product of the given reaction. (1) Given the reactants [Cl:1][C:2]1[CH:11]=[CH:10][C:9]([NH:12][S:13]([C:16]([F:19])([F:18])[F:17])(=[O:15])=[O:14])=[CH:8][C:3]=1[C:4]([O:6]C)=[O:5].[OH-].[Na+].CO.O, predict the reaction product. The product is: [Cl:1][C:2]1[CH:11]=[CH:10][C:9]([NH:12][S:13]([C:16]([F:19])([F:17])[F:18])(=[O:14])=[O:15])=[CH:8][C:3]=1[C:4]([OH:6])=[O:5]. (2) Given the reactants I[C:2]1[CH:7]=[CH:6][C:5]([OH:8])=[CH:4][CH:3]=1.[S:9]1[CH:13]=[CH:12][C:11](B(O)O)=[CH:10]1.C1(P(C2C=CC=CC=2)C2C=CC=CC=2)C=CC=CC=1.C(=O)([O-])[O-].[K+].[K+], predict the reaction product. The product is: [S:9]1[CH:13]=[CH:12][C:11]([C:2]2[CH:7]=[CH:6][C:5]([OH:8])=[CH:4][CH:3]=2)=[CH:10]1. (3) Given the reactants [ClH:1].[NH2:2][C:3]([C:6]1[N:7]=[N:8][N:9]([CH2:11][CH2:12][N+:13]([CH3:16])([CH3:15])[CH3:14])[CH:10]=1)([CH3:5])[CH3:4].[Cl:17]OC(C)(C)C, predict the reaction product. The product is: [Cl-:17].[Cl:1][N:2]([Cl:17])[C:3]([C:6]1[N:7]=[N:8][N:9]([CH2:11][CH2:12][N+:13]([CH3:14])([CH3:16])[CH3:15])[CH:10]=1)([CH3:5])[CH3:4]. (4) Given the reactants [Br:1]C1C=C(F)C(C#N)=C(F)C=1.[CH2:12]([OH:16])[CH2:13][CH2:14][OH:15].O.[C:18]1([CH3:24])[CH:23]=[CH:22][CH:21]=[CH:20][CH:19]=1, predict the reaction product. The product is: [Br:1][C:20]1[CH:19]=[C:18]([CH:24]2[O:16][CH2:12][CH2:13][CH2:14][O:15]2)[CH:23]=[CH:22][CH:21]=1. (5) Given the reactants [C:1]1([OH:11])[C:10]2[C:5](=[CH:6][CH:7]=[CH:8][CH:9]=2)[CH:4]=[CH:3][CH:2]=1.[H-].[Na+].Cl[C:15]1[C:20]([C:21]([O:23][CH2:24][CH3:25])=[O:22])=[CH:19][N:18]=[C:17]([Cl:26])[CH:16]=1, predict the reaction product. The product is: [Cl:26][C:17]1[CH:16]=[C:15]([O:11][C:1]2[C:10]3[C:5](=[CH:6][CH:7]=[CH:8][CH:9]=3)[CH:4]=[CH:3][CH:2]=2)[C:20]([C:21]([O:23][CH2:24][CH3:25])=[O:22])=[CH:19][N:18]=1. (6) Given the reactants [F:1][C:2]1[CH:7]=[CH:6][C:5]([C:8]2[N:12]([CH2:13][C:14]3[CH:19]=[CH:18][C:17]([CH3:20])=[CH:16][CH:15]=3)[N:11]=[C:10]([CH3:21])[CH:9]=2)=[CH:4][CH:3]=1.[Br:22]N1C(=O)CCC1=O, predict the reaction product. The product is: [Br:22][C:9]1[C:10]([CH3:21])=[N:11][N:12]([CH2:13][C:14]2[CH:15]=[CH:16][C:17]([CH3:20])=[CH:18][CH:19]=2)[C:8]=1[C:5]1[CH:4]=[CH:3][C:2]([F:1])=[CH:7][CH:6]=1.